This data is from Reaction yield outcomes from USPTO patents with 853,638 reactions. The task is: Predict the reaction yield, written as a fraction of the theoretical maximum amount of product (1.0 means a 100% yield; for example, 0.34 means a 34% yield). The reactants are [F:1][C:2]1[CH:3]=[C:4]([C:11]2[CH:16]=[CH:15][C:14]([NH:17][CH2:18][CH:19]3[CH2:24][CH2:23][N:22]([CH2:25][C:26]([F:29])([CH3:28])[CH3:27])[CH2:21][CH2:20]3)=[CH:13][CH:12]=2)[CH:5]=[CH:6][C:7]=1C(O)=O.CCN=C=N[CH2:35][CH2:36][CH2:37][N:38]([CH3:40])[CH3:39].C1C=CC2N([OH:50])N=NC=2C=1.CCN(C(C)C)C(C)C.N1CCC[C@H]1[C:65]([NH2:67])=[O:66]. The catalyst is CN(C=O)C.O. The product is [F:1][C:2]1[CH:7]=[CH:6][CH:5]=[C:4]([C:11]2[CH:12]=[CH:13][C:14]([NH:17][CH2:18][CH:19]3[CH2:24][CH2:23][N:22]([CH2:25][C:26]([F:29])([CH3:28])[CH3:27])[CH2:21][CH2:20]3)=[CH:15][CH:16]=2)[C:3]=1[C:40]([N:38]1[CH2:37][CH2:36][CH2:35][C@H:39]1[C:65]([NH2:67])=[O:66])=[O:50]. The yield is 0.610.